Dataset: Full USPTO retrosynthesis dataset with 1.9M reactions from patents (1976-2016). Task: Predict the reactants needed to synthesize the given product. (1) Given the product [C:19]([O:18][C:16](=[O:17])[NH:1][C:2]1([CH2:14][OH:15])[CH2:3][CH:4]([O:6][CH2:7][C:8]2[CH:13]=[CH:12][CH:11]=[CH:10][CH:9]=2)[CH2:5]1)([CH3:22])([CH3:21])[CH3:20], predict the reactants needed to synthesize it. The reactants are: [NH2:1][C:2]1([CH2:14][OH:15])[CH2:5][CH:4]([O:6][CH2:7][C:8]2[CH:13]=[CH:12][CH:11]=[CH:10][CH:9]=2)[CH2:3]1.[C:16](O[C:16]([O:18][C:19]([CH3:22])([CH3:21])[CH3:20])=[O:17])([O:18][C:19]([CH3:22])([CH3:21])[CH3:20])=[O:17].C(N(CC)CC)C. (2) Given the product [CH2:18]([N:15]1[C:16]2[CH:17]=[C:9]3[N:8]=[C:7]([C:3]4[C:2]([NH:1][C:28](=[O:29])[N:27]([CH:31]([CH3:33])[CH3:32])[CH:24]([CH3:26])[CH3:25])=[CH:6][NH:5][N:4]=4)[NH:23][C:10]3=[CH:11][C:12]=2[C:13]([CH3:22])([CH3:21])[C:14]1=[O:20])[CH3:19], predict the reactants needed to synthesize it. The reactants are: [NH2:1][C:2]1[C:3]([C:7]2[NH:23][C:10]3=[CH:11][C:12]4[C:13]([CH3:22])([CH3:21])[C:14](=[O:20])[N:15]([CH2:18][CH3:19])[C:16]=4[CH:17]=[C:9]3[N:8]=2)=[N:4][NH:5][CH:6]=1.[CH:24]([N:27]([CH:31]([CH3:33])[CH3:32])[C:28](Cl)=[O:29])([CH3:26])[CH3:25]. (3) Given the product [CH2:25]([C:20]1([CH2:19][CH2:18][CH2:17][N:12]2[CH2:11][CH:10]3[CH2:16][CH:14]([CH2:15][NH:8][CH2:9]3)[CH2:13]2)[O:21][CH2:22][CH2:23][O:24]1)[CH2:26][CH3:27], predict the reactants needed to synthesize it. The reactants are: C([N:8]1[CH2:15][CH:14]2[CH2:16][CH:10]([CH2:11][N:12]([CH2:17][CH2:18][CH2:19][C:20]3([CH2:25][CH2:26][CH3:27])[O:24][CH2:23][CH2:22][O:21]3)[CH2:13]2)[CH2:9]1)C1C=CC=CC=1.